Dataset: Forward reaction prediction with 1.9M reactions from USPTO patents (1976-2016). Task: Predict the product of the given reaction. (1) Given the reactants C(O[C:6](=O)[N:7]([C@@:9]12[CH2:14][CH:13]1[CH2:12][N:11]([C:15](=[O:34])[N:16]([C@H:18]([C:20]1[CH:25]=[C:24]([C:26]([F:29])([F:28])[F:27])[CH:23]=[C:22]([C:30]([F:33])([F:32])[F:31])[CH:21]=1)[CH3:19])[CH3:17])[C@H:10]2[C:35]1[CH:40]=[CH:39][CH:38]=[CH:37][CH:36]=1)C)(C)(C)C.FC(F)(F)C(O)=O, predict the reaction product. The product is: [F:28][C:26]([F:27])([F:29])[C:24]1[CH:25]=[C:20]([C@@H:18]([N:16]([CH3:17])[C:15]([N:11]2[CH2:12][CH:13]3[C@@:9]([NH:7][CH3:6])([CH2:14]3)[C@@H:10]2[C:35]2[CH:36]=[CH:37][CH:38]=[CH:39][CH:40]=2)=[O:34])[CH3:19])[CH:21]=[C:22]([C:30]([F:31])([F:32])[F:33])[CH:23]=1. (2) Given the reactants [OH-].[Na+].CC[O:5][C:6]([C@@H:8]([NH:17][C@H:18]([C:20]([N:22]1[C@H:30]([C:31]([OH:33])=[O:32])[CH2:29][C@@H:28]2[C@@H:23]1[CH2:24][CH2:25][CH2:26][CH2:27]2)=[O:21])[CH3:19])[CH2:9][CH2:10][C:11]1[CH:12]=[CH:13][CH:14]=[CH:15][CH:16]=1)=[O:7].[ClH:34], predict the reaction product. The product is: [CH3:19][C@H:18]([NH:17][C@H:8]([C:6]([OH:7])=[O:5])[CH2:9][CH2:10][C:11]1[CH:12]=[CH:13][CH:14]=[CH:15][CH:16]=1)[C:20]([N:22]1[C@H:30]([C:31]([OH:33])=[O:32])[CH2:29][C@@H:28]2[C@@H:23]1[CH2:24][CH2:25][CH2:26][CH2:27]2)=[O:21].[Cl-:34]. (3) Given the reactants [C:1](O[C:1](=[O:4])[CH2:2][CH3:3])(=[O:4])[CH2:2][CH3:3].[CH2:10]([C:12]1([CH2:27][OH:28])[CH2:17][O:16][C:15]2([O:22][CH2:21][C:20]([CH2:25][CH3:26])([CH2:23][OH:24])[CH2:19][O:18]2)[O:14][CH2:13]1)[CH3:11], predict the reaction product. The product is: [CH2:25]([C:20]1([CH2:23][O:24][C:1](=[O:4])[CH2:2][CH3:3])[CH2:19][O:18][C:15]2([O:14][CH2:13][C:12]([CH2:10][CH3:11])([CH2:27][O:28][C:1](=[O:4])[CH2:2][CH3:3])[CH2:17][O:16]2)[O:22][CH2:21]1)[CH3:26]. (4) Given the reactants [NH:1]1[CH2:6][CH2:5][CH:4]([NH:7][C:8]([C:10]2[NH:11][C:12]3[C:17]([CH:18]=2)=[C:16]([O:19][CH2:20][C:21]2[CH:25]=[CH:24][O:23][CH:22]=2)[CH:15]=[CH:14][CH:13]=3)=[O:9])[CH2:3][CH2:2]1.[C@H:26]1([CH2:36]O)[C@@H:35]2[N:30]([CH2:31][CH2:32][CH2:33][CH2:34]2)[CH2:29][CH2:28][CH2:27]1, predict the reaction product. The product is: [C@H:26]1([CH2:36][N:1]2[CH2:6][CH2:5][CH:4]([NH:7][C:8]([C:10]3[NH:11][C:12]4[C:17]([CH:18]=3)=[C:16]([O:19][CH2:20][C:21]3[CH:25]=[CH:24][O:23][CH:22]=3)[CH:15]=[CH:14][CH:13]=4)=[O:9])[CH2:3][CH2:2]2)[C@@H:35]2[N:30]([CH2:31][CH2:32][CH2:33][CH2:34]2)[CH2:29][CH2:28][CH2:27]1. (5) The product is: [CH3:1][O:2][C:3]1[CH:4]=[C:5]2[C:10](=[CH:11][C:12]=1[O:13][CH3:14])[N:9]=[CH:8][N:7]=[C:6]2[O:15][C:16]1[CH:17]=[C:18]([NH2:23])[C:19]([NH2:22])=[CH:20][CH:21]=1. Given the reactants [CH3:1][O:2][C:3]1[CH:4]=[C:5]2[C:10](=[CH:11][C:12]=1[O:13][CH3:14])[N:9]=[CH:8][N:7]=[C:6]2[O:15][C:16]1[CH:21]=[CH:20][C:19]([NH2:22])=[C:18]([N+:23]([O-])=O)[CH:17]=1.C(O)(=O)C, predict the reaction product. (6) Given the reactants [O:1]1[CH2:5][CH2:4][N:3]=[C:2]1[C@H:6]1[CH2:11][N:10](C(OC(C)(C)C)=O)[C@H:9]([CH3:19])[CH2:8][CH2:7]1.C1C(=O)N([Br:27])C(=O)C1.CC(N=NC(C#N)(C)C)(C#N)C, predict the reaction product. The product is: [Br:27][C:4]1[N:3]=[C:2]([C@@H:6]2[CH2:7][CH2:8][C@@H:9]([CH3:19])[NH:10][CH2:11]2)[O:1][CH:5]=1.